Task: Predict the reactants needed to synthesize the given product.. Dataset: Full USPTO retrosynthesis dataset with 1.9M reactions from patents (1976-2016) (1) Given the product [CH2:21]([C:4]1[CH:3]=[C:2]([C:23]2[CH:28]=[CH:27][CH:26]=[CH:25][CH:24]=2)[CH:7]=[C:6]([CH2:8][CH3:9])[C:5]=1[N:10]1[CH:14]=[CH:13][N:12]=[C:11]1[C:15]1[CH:20]=[CH:19][CH:18]=[CH:17][CH:16]=1)[CH3:22], predict the reactants needed to synthesize it. The reactants are: Br[C:2]1[CH:7]=[C:6]([CH2:8][CH3:9])[C:5]([N:10]2[CH:14]=[CH:13][N:12]=[C:11]2[C:15]2[CH:20]=[CH:19][CH:18]=[CH:17][CH:16]=2)=[C:4]([CH2:21][CH3:22])[CH:3]=1.[C:23]1(B(O)O)[CH:28]=[CH:27][CH:26]=[CH:25][CH:24]=1.O.P([O-])([O-])([O-])=O.[K+].[K+].[K+]. (2) Given the product [NH2:14][C:6]1[CH:7]=[C:8]([CH:12]=[CH:13][C:5]=1[CH2:1][CH:2]([CH3:4])[CH3:3])[C:9]([NH2:11])=[O:10], predict the reactants needed to synthesize it. The reactants are: [CH2:1]([C:5]1[CH:13]=[CH:12][C:8]([C:9]([NH2:11])=[O:10])=[CH:7][C:6]=1[N+:14]([O-])=O)[CH:2]([CH3:4])[CH3:3].N(C1C=C(C=CC=1OC(F)(F)F)C(N)=O)=C=S. (3) Given the product [NH3:4].[CH:1]1([N:4]([CH2:18][C:19]2[S:23][C:22]([C:24]([N:40]3[CH2:39][CH2:38][N:37]([CH2:36][CH2:35][CH2:34][N:29]4[CH2:30][CH2:31][CH2:32][CH2:33]4)[CH2:42][CH2:41]3)=[O:26])=[N:21][N:20]=2)[S:5]([C:8]2[C:13]([CH3:14])=[CH:12][C:11]([O:15][CH3:16])=[CH:10][C:9]=2[CH3:17])(=[O:7])=[O:6])[CH2:2][CH2:3]1, predict the reactants needed to synthesize it. The reactants are: [CH:1]1([N:4]([CH2:18][C:19]2[S:23][C:22]([C:24]([O:26]CC)=O)=[N:21][N:20]=2)[S:5]([C:8]2[C:13]([CH3:14])=[CH:12][C:11]([O:15][CH3:16])=[CH:10][C:9]=2[CH3:17])(=[O:7])=[O:6])[CH2:3][CH2:2]1.[N:29]1([CH2:34][CH2:35][CH2:36][N:37]2[CH2:42][CH2:41][NH:40][CH2:39][CH2:38]2)[CH2:33][CH2:32][CH2:31][CH2:30]1.C[Al](C)C.